From a dataset of Forward reaction prediction with 1.9M reactions from USPTO patents (1976-2016). Predict the product of the given reaction. (1) Given the reactants [Cl:1][C:2]1[CH:3]=[CH:4][C:5]2[O:11][C:10]3[CH:12]=[CH:13][CH:14]=[CH:15][C:9]=3[N:8]=[C:7]([N:16]3[CH2:21][CH2:20][NH:19][CH2:18][CH2:17]3)[C:6]=2[CH:22]=1.CS([C:27]1[N:32]=[CH:31][C:30]([C:33]([O:35][CH2:36][CH3:37])=[O:34])=[CH:29][N:28]=1)(=O)=O, predict the reaction product. The product is: [Cl:1][C:2]1[CH:3]=[CH:4][C:5]2[O:11][C:10]3[CH:12]=[CH:13][CH:14]=[CH:15][C:9]=3[N:8]=[C:7]([N:16]3[CH2:21][CH2:20][N:19]([C:27]4[N:28]=[CH:29][C:30]([C:33]([O:35][CH2:36][CH3:37])=[O:34])=[CH:31][N:32]=4)[CH2:18][CH2:17]3)[C:6]=2[CH:22]=1. (2) Given the reactants Cl[C:2]1[C:3]([NH2:9])=[N:4][CH:5]=[N:6][C:7]=1Cl.[NH2:10][CH2:11][CH:12]1[CH2:17][CH2:16][N:15]([C:18]([O:20]C(C)(C)C)=O)[CH2:14][CH2:13]1.[OH:25][C:26]1[CH:41]=[CH:40][C:29]([O:30][C:31]2[CH:36]=[CH:35][C:34](B(O)O)=[CH:33][CH:32]=2)=[CH:28][CH:27]=1.[C:42](Cl)(=O)[CH:43]=C, predict the reaction product. The product is: [NH2:9][C:3]1[N:4]=[CH:5][N:6]=[C:7]([NH:10][CH2:11][CH:12]2[CH2:13][CH2:14][N:15]([C:18](=[O:20])[CH:42]=[CH2:43])[CH2:16][CH2:17]2)[C:2]=1[C:34]1[CH:35]=[CH:36][C:31]([O:30][C:29]2[CH:40]=[CH:41][C:26]([OH:25])=[CH:27][CH:28]=2)=[CH:32][CH:33]=1. (3) Given the reactants [NH2:1][C:2]1[CH:9]=[CH:8][C:5]([C:6]#[N:7])=[CH:4][CH:3]=1.Cl[CH2:11][C:12]([N:14]1[CH2:19][CH2:18][CH:17]([CH2:20][C:21]2[CH:26]=[CH:25][C:24]([F:27])=[CH:23][CH:22]=2)[CH2:16][CH2:15]1)=[O:13], predict the reaction product. The product is: [F:27][C:24]1[CH:25]=[CH:26][C:21]([CH2:20][CH:17]2[CH2:18][CH2:19][N:14]([C:12](=[O:13])[CH2:11][NH:1][C:2]3[CH:9]=[CH:8][C:5]([C:6]#[N:7])=[CH:4][CH:3]=3)[CH2:15][CH2:16]2)=[CH:22][CH:23]=1. (4) Given the reactants [F:1][C:2]1[CH:7]=[CH:6][C:5]([CH:8]2[C:12]3[C:13]([CH3:20])=[C:14]([NH2:19])[C:15]([CH3:18])=[C:16]([CH3:17])[C:11]=3[O:10][C:9]2([CH3:22])[CH3:21])=[CH:4][CH:3]=1.[CH3:23][O:24][C:25]1[CH:33]=[CH:32][C:28]([C:29](Cl)=[O:30])=[CH:27][CH:26]=1, predict the reaction product. The product is: [F:1][C:2]1[CH:7]=[CH:6][C:5]([CH:8]2[C:12]3[C:13]([CH3:20])=[C:14]([NH:19][C:29](=[O:30])[C:28]4[CH:32]=[CH:33][C:25]([O:24][CH3:23])=[CH:26][CH:27]=4)[C:15]([CH3:18])=[C:16]([CH3:17])[C:11]=3[O:10][C:9]2([CH3:22])[CH3:21])=[CH:4][CH:3]=1. (5) Given the reactants [Cl:1][C:2]1[N:7]=[C:6](S(C)(=O)=O)[N:5]=[C:4]([N:12]2[C@H:17]([C:18]([F:21])([F:20])[F:19])[CH2:16][CH2:15][C@H:14]([C:22]([NH:24][CH2:25][C:26]3[CH:31]=[CH:30][CH:29]=[CH:28][CH:27]=3)=[O:23])[CH2:13]2)[CH:3]=1.C[CH2:33][N:34](C(C)C)C(C)C.CN, predict the reaction product. The product is: [Cl:1][C:2]1[N:7]=[C:6]([NH:34][CH3:33])[N:5]=[C:4]([N:12]2[C@H:17]([C:18]([F:21])([F:20])[F:19])[CH2:16][CH2:15][C@H:14]([C:22]([NH:24][CH2:25][C:26]3[CH:31]=[CH:30][CH:29]=[CH:28][CH:27]=3)=[O:23])[CH2:13]2)[CH:3]=1. (6) Given the reactants [Br:1][C:2]1[CH:21]=[CH:20][C:5]([O:6][C:7]2[N:14]=[C:13]([NH:15][CH2:16][CH2:17][O:18][CH3:19])[CH:12]=[CH:11][C:8]=2[C:9]#[N:10])=[CH:4][C:3]=1[CH:22]1OCC[O:23]1.Cl.O, predict the reaction product. The product is: [Br:1][C:2]1[CH:21]=[CH:20][C:5]([O:6][C:7]2[N:14]=[C:13]([NH:15][CH2:16][CH2:17][O:18][CH3:19])[CH:12]=[CH:11][C:8]=2[C:9]#[N:10])=[CH:4][C:3]=1[CH:22]=[O:23].